Dataset: Forward reaction prediction with 1.9M reactions from USPTO patents (1976-2016). Task: Predict the product of the given reaction. (1) Given the reactants [CH3:1][O:2][C:3]1[CH:8]=[CH:7][C:6]([C:9]2[C:18]3[C:13](=[CH:14][C:15]([CH3:19])=[CH:16][CH:17]=3)[C:12](=O)[NH:11][N:10]=2)=[CH:5][CH:4]=1.P(Cl)(Cl)([Cl:23])=O, predict the reaction product. The product is: [Cl:23][C:12]1[C:13]2[C:18](=[CH:17][CH:16]=[C:15]([CH3:19])[CH:14]=2)[C:9]([C:6]2[CH:7]=[CH:8][C:3]([O:2][CH3:1])=[CH:4][CH:5]=2)=[N:10][N:11]=1. (2) The product is: [F:33][C:17]1[CH:16]=[C:15]([C:12]2[CH:11]=[CH:10][C:9]([OH:8])=[CH:14][CH:13]=2)[CH:20]=[CH:19][C:18]=1[C:21]1[CH:26]=[CH:25][C:24]([O:27][CH:28]([CH3:32])[C:29](=[O:31])[CH3:30])=[CH:23][CH:22]=1. Given the reactants C([O:8][C:9]1[CH:14]=[CH:13][C:12]([C:15]2[CH:20]=[CH:19][C:18]([C:21]3[CH:26]=[CH:25][C:24]([O:27][CH:28]([CH3:32])[C:29](=[O:31])[CH3:30])=[CH:23][CH:22]=3)=[C:17]([F:33])[CH:16]=2)=[CH:11][CH:10]=1)C1C=CC=CC=1.C1(C)C=CC=CC=1, predict the reaction product. (3) Given the reactants [CH3:1][O:2][C:3]([C:8]1[CH:13]=[CH:12][CH:11]=[CH:10][CH:9]=1)(OC)OC.[N:14]#[C:15][NH2:16].C(OC(=O)C)(=O)C, predict the reaction product. The product is: [C:15](/[N:16]=[C:3](\[O:2][CH3:1])/[C:8]1[CH:13]=[CH:12][CH:11]=[CH:10][CH:9]=1)#[N:14]. (4) Given the reactants [Cl:1][C:2]1[C:10]([C:11]#[N:12])=[CH:9][CH:8]=[C:7]2[C:3]=1[CH:4]=[C:5]([CH:13]([F:15])[F:14])[NH:6]2.Br[CH2:17][C:18]#[N:19].C([O-])([O-])=O.[Cs+].[Cs+], predict the reaction product. The product is: [Cl:1][C:2]1[C:10]([C:11]#[N:12])=[CH:9][CH:8]=[C:7]2[C:3]=1[CH:4]=[C:5]([CH:13]([F:14])[F:15])[N:6]2[CH2:17][C:18]#[N:19]. (5) Given the reactants [Cl:1][C:2]1[C:3]([CH2:8][NH:9][C:10]([CH:12]2[CH2:17][CH2:16][C:15](=O)[CH2:14][CH2:13]2)=[O:11])=[N:4][CH:5]=[CH:6][N:7]=1.C(O)(=O)C.[N:23]1([C:29]([O:31][CH2:32][C:33]2[CH:38]=[CH:37][CH:36]=[CH:35][CH:34]=2)=[O:30])[CH2:28][CH2:27][NH:26][CH2:25][CH2:24]1.C([BH3-])#N.[Na+], predict the reaction product. The product is: [Cl:1][C:2]1[C:3]([CH2:8][NH:9][C:10]([CH:12]2[CH2:17][CH2:16][CH:15]([N:26]3[CH2:25][CH2:24][N:23]([C:29]([O:31][CH2:32][C:33]4[CH:38]=[CH:37][CH:36]=[CH:35][CH:34]=4)=[O:30])[CH2:28][CH2:27]3)[CH2:14][CH2:13]2)=[O:11])=[N:4][CH:5]=[CH:6][N:7]=1. (6) Given the reactants [O:1]=[S:2]1(=[O:17])[CH2:6][CH2:5][CH2:4][N:3]1[C:7]1[N:12]=[CH:11][C:10]([C:13]([O:15]C)=O)=[CH:9][N:8]=1.[CH:18]1([C:21]2[CH:22]=[C:23]([CH3:33])[C:24]([N:27]3[CH2:32][CH2:31][NH:30][CH2:29][CH2:28]3)=[N:25][CH:26]=2)[CH2:20][CH2:19]1, predict the reaction product. The product is: [CH:18]1([C:21]2[CH:22]=[C:23]([CH3:33])[C:24]([N:27]3[CH2:28][CH2:29][N:30]([C:13]([C:10]4[CH:11]=[N:12][C:7]([N:3]5[CH2:4][CH2:5][CH2:6][S:2]5(=[O:1])=[O:17])=[N:8][CH:9]=4)=[O:15])[CH2:31][CH2:32]3)=[N:25][CH:26]=2)[CH2:20][CH2:19]1. (7) Given the reactants [C:1]([OH:9])(=O)[C:2]#[C:3][CH2:4][CH2:5][CH2:6][CH3:7].Cl.[CH2:11]([C:13]1[S:33][C:16]2[N:17]=[C:18]([S:27][CH2:28][C:29]([O:31][CH3:32])=[O:30])[N:19]=[C:20]([N:21]3[CH2:26][CH2:25][NH:24][CH2:23][CH2:22]3)[C:15]=2[CH:14]=1)[CH3:12].C(N(C(C)C)CC)(C)C, predict the reaction product. The product is: [CH2:11]([C:13]1[S:33][C:16]2[N:17]=[C:18]([S:27][CH2:28][C:29]([O:31][CH3:32])=[O:30])[N:19]=[C:20]([N:21]3[CH2:26][CH2:25][N:24]([C:1](=[O:9])[CH2:2][CH2:3][CH2:4][CH2:5][C:6]#[CH:7])[CH2:23][CH2:22]3)[C:15]=2[CH:14]=1)[CH3:12].